Dataset: Reaction yield outcomes from USPTO patents with 853,638 reactions. Task: Predict the reaction yield, written as a fraction of the theoretical maximum amount of product (1.0 means a 100% yield; for example, 0.34 means a 34% yield). (1) The reactants are [O:1]1[CH2:6][CH2:5][N:4]([C:7]2[N:12]=[C:11]([N:13]3[CH2:18][CH2:17][O:16][CH2:15][CH2:14]3)[N:10]=[C:9]([C:19]3[CH:24]=[CH:23][C:22]([NH:25][C:26](=[O:37])[NH:27][C:28]4[CH:36]=[CH:35][C:31]([C:32](O)=[O:33])=[CH:30][CH:29]=4)=[CH:21][CH:20]=3)[N:8]=2)[CH2:3][CH2:2]1.CCN(C(C)C)C(C)C.CN(C(O[N:55]1N=N[C:57]2[CH:58]=[CH:59][CH:60]=[CH:61][C:56]1=2)=[N+](C)C)C.F[P-](F)(F)(F)(F)F.N1C=CC=CC=1CN. The catalyst is CN1C(=O)CCC1. The product is [O:1]1[CH2:6][CH2:5][N:4]([C:7]2[N:12]=[C:11]([N:13]3[CH2:14][CH2:15][O:16][CH2:17][CH2:18]3)[N:10]=[C:9]([C:19]3[CH:24]=[CH:23][C:22]([NH:25][C:26]([NH:27][C:28]4[CH:29]=[CH:30][C:31]([C:32](=[O:33])[CH2:61][C:60]5[CH:59]=[CH:58][CH:57]=[CH:56][N:55]=5)=[CH:35][CH:36]=4)=[O:37])=[CH:21][CH:20]=3)[N:8]=2)[CH2:3][CH2:2]1. The yield is 0.150. (2) The reactants are [C:1]([N:4]1[C:12]2[C:7](=[CH:8][CH:9]=[C:10]([O:13][CH3:14])[CH:11]=2)[C:6](=O)[CH2:5]1)(=[O:3])[CH3:2].C1(P(=[CH:35][C:36]([O:38][CH3:39])=[O:37])(C2C=CC=CC=2)C2C=CC=CC=2)C=CC=CC=1. The catalyst is C1(C)C=CC=CC=1. The product is [C:1]([N:4]1[C:12]2[C:7](=[CH:8][CH:9]=[C:10]([O:13][CH3:14])[CH:11]=2)[C:6]([CH2:35][C:36]([O:38][CH3:39])=[O:37])=[CH:5]1)(=[O:3])[CH3:2]. The yield is 0.500. (3) The reactants are C([O:3][C:4]([C:6]1([NH:15][C:16](=[O:29])[C:17]2[CH:22]=[CH:21][CH:20]=[C:19]([CH3:23])[C:18]=2[CH:24]=[CH:25][CH:26]2[CH2:28][CH2:27]2)[CH2:14][C:13]2[C:8](=[CH:9][CH:10]=[CH:11][CH:12]=2)[CH2:7]1)=[O:5])C.[OH-].[K+].O. The catalyst is CCO. The product is [CH:26]1([CH:25]=[CH:24][C:18]2[C:19]([CH3:23])=[CH:20][CH:21]=[CH:22][C:17]=2[C:16]([NH:15][C:6]2([C:4]([OH:5])=[O:3])[CH2:14][C:13]3[C:8](=[CH:9][CH:10]=[CH:11][CH:12]=3)[CH2:7]2)=[O:29])[CH2:27][CH2:28]1. The yield is 1.00. (4) The reactants are Cl([O-])=O.[Na+].[F:5][C:6]1[CH:13]=[CH:12][C:9](C=O)=[CH:8][C:7]=1[Br:14].Cl.[N-:16]=[N+]=[N-].[Na+].S(=O)(=O)(O)O. The catalyst is C1COCC1.O.CCOC(C)=O. The product is [Br:14][C:7]1[CH:8]=[C:9]([NH2:16])[CH:12]=[CH:13][C:6]=1[F:5]. The yield is 0.950.